This data is from Catalyst prediction with 721,799 reactions and 888 catalyst types from USPTO. The task is: Predict which catalyst facilitates the given reaction. (1) Reactant: CC(C)(C)C([O:5][CH2:6][C@@H:7]1[C@@H:12]([O:13]C(=O)C(C)(C)C)[C@H:11]([O:20]C(=O)C(C)(C)C)[C@H:10]([O:27]C(=O)C(C)(C)C)[C@@H:9]([C:34]2[CH:39]=[CH:38][CH:37]=[C:36]([C:40]#[C:41][Si](C)(C)C)[CH:35]=2)[O:8]1)=O.CO[Na]. Product: [C:40]([C:36]1[CH:35]=[C:34]([C@@H:9]2[C@@H:10]([OH:27])[C@@H:11]([OH:20])[C@H:12]([OH:13])[C@@H:7]([CH2:6][OH:5])[O:8]2)[CH:39]=[CH:38][CH:37]=1)#[CH:41]. The catalyst class is: 5. (2) Reactant: C([O:3][C:4]([C:6]1[CH2:10][C:9]2([CH2:15][CH2:14][O:13][CH2:12][CH2:11]2)[O:8][N:7]=1)=[O:5])C.O.[Li+].[OH-]. Product: [O:8]1[C:9]2([CH2:15][CH2:14][O:13][CH2:12][CH2:11]2)[CH2:10][C:6]([C:4]([OH:5])=[O:3])=[N:7]1. The catalyst class is: 5. (3) Reactant: [NH2:1][C:2]1[CH:6]=[CH:5][N:4]([CH2:7][CH2:8][OH:9])[N:3]=1.[CH3:10][C:11](=O)[CH2:12][CH2:13][C:14](=O)[CH3:15].O.C1(C)C=CC(S(O)(=O)=O)=CC=1. Product: [CH3:15][C:14]1[N:1]([C:2]2[CH:6]=[CH:5][N:4]([CH2:7][CH2:8][OH:9])[N:3]=2)[C:11]([CH3:10])=[CH:12][CH:13]=1. The catalyst class is: 11. (4) Reactant: [C:1]([O:5][C:6]([NH:8][CH:9]1[CH2:14][CH2:13][N:12]([CH2:15][C:16]([OH:18])=O)[CH2:11][CH2:10]1)=[O:7])([CH3:4])([CH3:3])[CH3:2].[C:19]1([NH2:25])[CH:24]=[CH:23][CH:22]=[CH:21][CH:20]=1.CN(C(ON1N=NC2C=CC=CC1=2)=[N+](C)C)C.[B-](F)(F)(F)F.CCN(C(C)C)C(C)C. Product: [NH:25]([C:16](=[O:18])[CH2:15][N:12]1[CH2:11][CH2:10][CH:9]([NH:8][C:6](=[O:7])[O:5][C:1]([CH3:2])([CH3:3])[CH3:4])[CH2:14][CH2:13]1)[C:19]1[CH:24]=[CH:23][CH:22]=[CH:21][CH:20]=1. The catalyst class is: 3. (5) Reactant: [OH:1]O.[CH:3]1=[CH:4][CH2:5][CH2:6][CH2:7][CH2:8][CH2:9][CH2:10]1. Product: [CH:3]12[O:1][CH:10]1[CH2:9][CH2:8][CH2:7][CH2:6][CH2:5][CH2:4]2. The catalyst class is: 107.